Dataset: Forward reaction prediction with 1.9M reactions from USPTO patents (1976-2016). Task: Predict the product of the given reaction. (1) The product is: [CH:23]1([CH2:22][N:17]2[C:18](=[O:21])[NH:19][N:20]=[C:16]2[CH2:15][CH2:14][N:11]2[CH2:10][CH2:9][N:8]([C:4]3[CH:3]=[C:2]([NH:1][C:29](=[O:31])[CH3:30])[CH:7]=[CH:6][CH:5]=3)[CH2:13][CH2:12]2)[CH2:28][CH2:27][CH2:26][CH2:25][CH2:24]1. Given the reactants [NH2:1][C:2]1[CH:3]=[C:4]([N:8]2[CH2:13][CH2:12][N:11]([CH2:14][CH2:15][C:16]3[N:17]([CH2:22][CH:23]4[CH2:28][CH2:27][CH2:26][CH2:25][CH2:24]4)[C:18](=[O:21])[NH:19][N:20]=3)[CH2:10][CH2:9]2)[CH:5]=[CH:6][CH:7]=1.[C:29](Cl)(=[O:31])[CH3:30], predict the reaction product. (2) Given the reactants [CH3:1][N:2]1[CH2:7][CH2:6][N:5]([CH2:8][C:9]2[CH:14]=[CH:13][C:12]([C:15]3[CH:20]=[CH:19][C:18]([CH2:21][CH2:22][C:23]([C:25]4[O:26][C:27]([C:30]5[N:35]=[C:34]([C:36]([O:38]C)=[O:37])[CH:33]=[CH:32][CH:31]=5)=[CH:28][N:29]=4)=[O:24])=[CH:17][CH:16]=3)=[CH:11][CH:10]=2)[CH2:4][CH2:3]1.[Li+].[OH-].Cl, predict the reaction product. The product is: [CH3:1][N:2]1[CH2:3][CH2:4][N:5]([CH2:8][C:9]2[CH:10]=[CH:11][C:12]([C:15]3[CH:16]=[CH:17][C:18]([CH2:21][CH2:22][C:23]([C:25]4[O:26][C:27]([C:30]5[N:35]=[C:34]([C:36]([OH:38])=[O:37])[CH:33]=[CH:32][CH:31]=5)=[CH:28][N:29]=4)=[O:24])=[CH:19][CH:20]=3)=[CH:13][CH:14]=2)[CH2:6][CH2:7]1. (3) Given the reactants [Cl:1][C:2]1[CH:7]=[CH:6][C:5]([C:8]2[CH:9]=[N:10][CH:11]=[C:12]3[C:17]=2[N:16]=[C:15]([C:18]([OH:20])=O)[CH:14]=[CH:13]3)=[CH:4][CH:3]=1.C(N(CC)C(C)C)(C)C.F[P-](F)(F)(F)(F)F.N1(OC(N(C)C)=[N+](C)C)C2N=CC=CC=2N=N1.[F:54][C:55]([F:60])([F:59])[CH2:56][CH2:57][NH2:58], predict the reaction product. The product is: [Cl:1][C:2]1[CH:3]=[CH:4][C:5]([C:8]2[CH:9]=[N:10][CH:11]=[C:12]3[C:17]=2[N:16]=[C:15]([C:18]([NH:58][CH2:57][CH2:56][C:55]([F:60])([F:59])[F:54])=[O:20])[CH:14]=[CH:13]3)=[CH:6][CH:7]=1. (4) Given the reactants [OH:1][C:2]1[C:11]2[O:10][CH2:9][C:8](=[O:12])[NH:7][C:6]=2[CH:5]=[CH:4][CH:3]=1.N1C=CN=C1.[C:18]([Si:22](Cl)([CH3:24])[CH3:23])([CH3:21])([CH3:20])[CH3:19].C(O)(=O)CC(CC(O)=O)(C(O)=O)O, predict the reaction product. The product is: [Si:22]([O:1][C:2]1[C:11]2[O:10][CH2:9][C:8](=[O:12])[NH:7][C:6]=2[CH:5]=[CH:4][CH:3]=1)([C:18]([CH3:21])([CH3:20])[CH3:19])([CH3:24])[CH3:23]. (5) Given the reactants [O:1]1[CH:5]=[C:4]([C:6]([OH:8])=O)[N:3]=[CH:2]1.[NH2:9][C@H:10]([CH3:26])[CH2:11][N:12]1[CH:16]=[CH:15][C:14]([C:17]2[CH:24]=[CH:23][C:20]([C:21]#[N:22])=[C:19]([Cl:25])[CH:18]=2)=[N:13]1, predict the reaction product. The product is: [Cl:25][C:19]1[CH:18]=[C:17]([C:14]2[CH:15]=[CH:16][N:12]([CH2:11][C@H:10]([NH:9][C:6]([C:4]3[N:3]=[CH:2][O:1][CH:5]=3)=[O:8])[CH3:26])[N:13]=2)[CH:24]=[CH:23][C:20]=1[C:21]#[N:22]. (6) Given the reactants Br[C:2]1[C:3]([NH2:14])=[CH:4][C:5]([N:8]2[CH2:13][CH2:12][O:11][CH2:10][CH2:9]2)=[N:6][CH:7]=1.[N:15]1[CH:20]=[C:19](B(O)O)[CH:18]=[N:17][CH:16]=1.C1(P(C2CCCCC2)C2CCCCC2)CCCCC1.[O-]P([O-])([O-])=O.[K+].[K+].[K+], predict the reaction product. The product is: [O:11]1[CH2:12][CH2:13][N:8]([C:5]2[CH:4]=[C:3]([NH2:14])[C:2]([C:19]3[CH:20]=[N:15][CH:16]=[N:17][CH:18]=3)=[CH:7][N:6]=2)[CH2:9][CH2:10]1. (7) Given the reactants C(=O)([O-])[O-].[K+].[K+].[N+:7]([C:10]1[CH:11]=[C:12]([CH:16]=[CH:17][C:18]=1[Cl:19])[C:13]([OH:15])=[O:14])([O-:9])=[O:8].[CH2:20](I)[CH3:21].Cl, predict the reaction product. The product is: [Cl:19][C:18]1[CH:17]=[CH:16][C:12]([C:13]([O:15][CH2:20][CH3:21])=[O:14])=[CH:11][C:10]=1[N+:7]([O-:9])=[O:8]. (8) Given the reactants [NH2:1][C:2]1[C:3]2[C:10]([C:11]3[CH:16]=[CH:15][CH:14]=[C:13]([O:17][CH2:18][C:19]45[O:25][CH:22]([CH2:23][CH2:24]4)[CH2:21][CH2:20]5)[CH:12]=3)=[CH:9][N:8]([C@@H:26]3[CH2:29][C@H:28](CN4CCC[C@@H]4C(N)=O)[CH2:27]3)[C:4]=2[N:5]=[CH:6][N:7]=1.C12(COC3C=C(B4OC(C)(C)C(C)(C)O4)C=CC=3)[O:45][CH:42](CC1)CC2, predict the reaction product. The product is: [NH2:1][C:2]1[C:3]2[C:10]([C:11]3[CH:16]=[CH:15][CH:14]=[C:13]([O:17][CH2:18][C:19]45[O:25][CH:22]([CH2:23][CH2:24]4)[CH2:21][CH2:20]5)[CH:12]=3)=[CH:9][N:8]([C@H:26]3[CH2:27][C@H:28]([CH2:42][OH:45])[CH2:29]3)[C:4]=2[N:5]=[CH:6][N:7]=1.